This data is from Forward reaction prediction with 1.9M reactions from USPTO patents (1976-2016). The task is: Predict the product of the given reaction. (1) Given the reactants [N+:1]([C:4]1[CH:9]=[CH:8][C:7]([C:10](=[O:25])[CH2:11][NH:12][C:13](=[O:24])[CH2:14]CNC(=O)OC(C)(C)C)=[CH:6][CH:5]=1)([O-:3])=[O:2].Cl.NCC(C1C=CC([N+]([O-])=O)=CC=1)=O.[C:40]([O:44][C:45]([NH:47]CC(O)=O)=[O:46])([CH3:43])([CH3:42])[CH3:41], predict the reaction product. The product is: [N+:1]([C:4]1[CH:5]=[CH:6][C:7]([C:10](=[O:25])[CH2:11][NH:12][C:13](=[O:24])[CH2:14][NH:47][C:45](=[O:46])[O:44][C:40]([CH3:43])([CH3:42])[CH3:41])=[CH:8][CH:9]=1)([O-:3])=[O:2]. (2) Given the reactants [F:1][C:2]1[C:29]([N:30]2[CH2:35][CH2:34][N:33]([C:36]3[CH:41]=[CH:40][C:39]([F:42])=[CH:38][CH:37]=3)[CH2:32][CH2:31]2)=[C:28]([F:43])[C:5]2=[N:6][C:7]3[N:8]([C:20]4[CH:25]=[CH:24][C:23]([F:26])=[CH:22][C:21]=4[F:27])[CH:9]=[C:10]([C:15]([O:17]CC)=[O:16])[C:11](=[O:14])[C:12]=3[CH:13]=[C:4]2[CH:3]=1.C(O)(=O)C, predict the reaction product. The product is: [F:1][C:2]1[C:29]([N:30]2[CH2:31][CH2:32][N:33]([C:36]3[CH:41]=[CH:40][C:39]([F:42])=[CH:38][CH:37]=3)[CH2:34][CH2:35]2)=[C:28]([F:43])[C:5]2=[N:6][C:7]3[N:8]([C:20]4[CH:25]=[CH:24][C:23]([F:26])=[CH:22][C:21]=4[F:27])[CH:9]=[C:10]([C:15]([OH:17])=[O:16])[C:11](=[O:14])[C:12]=3[CH:13]=[C:4]2[CH:3]=1. (3) Given the reactants C([N:4]([S:34]([CH2:37][C:38]1[CH:43]=[CH:42][CH:41]=[CH:40][CH:39]=1)(=[O:36])=[O:35])[C:5]([CH:7]1[CH2:12][CH2:11][N:10]([C:13]2[C:23]([C:24]#[N:25])=[CH:22][C:16]([C:17]([O:19][CH2:20][CH3:21])=[O:18])=[C:15](OS(C(F)(F)F)(=O)=O)[N:14]=2)[CH2:9][CH2:8]1)=[O:6])C=C.CC1(C)C2C(=C(P(C3C=CC=CC=3)C3C=CC=CC=3)C=CC=2)OC2C(P(C3C=CC=CC=3)C3C=CC=CC=3)=CC=CC1=2.[SH:86][CH2:87][CH2:88][NH:89][C:90](=[O:92])[CH3:91].CCN(C(C)C)C(C)C.C([O-])(O)=O.[Na+], predict the reaction product. The product is: [C:90]([NH:89][CH2:88][CH2:87][S:86][C:15]1[N:14]=[C:13]([N:10]2[CH2:9][CH2:8][CH:7]([C:5](=[O:6])[NH:4][S:34]([CH2:37][C:38]3[CH:43]=[CH:42][CH:41]=[CH:40][CH:39]=3)(=[O:36])=[O:35])[CH2:12][CH2:11]2)[C:23]([C:24]#[N:25])=[CH:22][C:16]=1[C:17]([O:19][CH2:20][CH3:21])=[O:18])(=[O:92])[CH3:91]. (4) Given the reactants [NH:1]1[CH2:5][CH2:4][CH2:3][CH2:2]1.Br[C:7]1[CH:12]=[CH:11][C:10]([S:13]([N:16]2[CH2:25][CH2:24][C:23]3[C@:18]([CH2:36][O:37][CH3:38])([CH2:19][C:20]4[CH:28]=[N:27][N:26]([C:29]5[CH:34]=[CH:33][C:32]([F:35])=[CH:31][CH:30]=5)[C:21]=4[CH:22]=3)[CH2:17]2)(=[O:15])=[O:14])=[CH:9][CH:8]=1, predict the reaction product. The product is: [F:35][C:32]1[CH:31]=[CH:30][C:29]([N:26]2[C:21]3[CH:22]=[C:23]4[C@:18]([CH2:36][O:37][CH3:38])([CH2:19][C:20]=3[CH:28]=[N:27]2)[CH2:17][N:16]([S:13]([C:10]2[CH:9]=[CH:8][C:7]([N:1]3[CH2:5][CH2:4][CH2:3][CH2:2]3)=[CH:12][CH:11]=2)(=[O:15])=[O:14])[CH2:25][CH2:24]4)=[CH:34][CH:33]=1. (5) Given the reactants [Mg].II.Br[C:5]1[CH:10]=[CH:9][C:8]([C:11]2[CH:16]=[CH:15][CH:14]=[CH:13][CH:12]=2)=[C:7]([F:17])[CH:6]=1.[C:18](=[O:20])=[O:19], predict the reaction product. The product is: [F:17][C:7]1[CH:6]=[C:5]([CH:10]=[CH:9][C:8]=1[C:11]1[CH:16]=[CH:15][CH:14]=[CH:13][CH:12]=1)[C:18]([OH:20])=[O:19]. (6) Given the reactants Cl[C:2]1[N:7]=[C:6]([NH:8][C:9]2[CH:13]=[C:12]([CH:14]3[CH2:16][CH2:15]3)[NH:11][N:10]=2)[CH:5]=[CH:4][N:3]=1.[CH3:17][N:18]1[C:26]2[C:21](=[CH:22][C:23]([CH2:27][NH2:28])=[CH:24][CH:25]=2)[CH:20]=[CH:19]1.CCN(C(C)C)C(C)C, predict the reaction product. The product is: [CH:14]1([C:12]2[NH:11][N:10]=[C:9]([NH:8][C:6]3[CH:5]=[CH:4][N:3]=[C:2]([NH:28][CH2:27][C:23]4[CH:22]=[C:21]5[C:26](=[CH:25][CH:24]=4)[N:18]([CH3:17])[CH:19]=[CH:20]5)[N:7]=3)[CH:13]=2)[CH2:16][CH2:15]1. (7) The product is: [NH2:1][C@H:2]1[C:7]([F:8])([F:9])[CH2:6][CH2:5][CH2:4][C@H:3]1[NH:10][C:11]1[N:12]=[C:13]([NH:19][C:20]2[CH:21]=[CH:22][C:23]([O:26][CH3:27])=[CH:24][CH:25]=2)[C:14]([C:17]([NH2:18])=[O:34])=[N:15][CH:16]=1. Given the reactants [NH2:1][C@H:2]1[C:7]([F:9])([F:8])[CH2:6][CH2:5][CH2:4][C@H:3]1[NH:10][C:11]1[N:12]=[C:13]([NH:19][C:20]2[CH:25]=[CH:24][C:23]([O:26][CH3:27])=[CH:22][CH:21]=2)[C:14]([C:17]#[N:18])=[N:15][CH:16]=1.[OH-].[Na+].OO.CC(O)=[O:34], predict the reaction product.